Dataset: Forward reaction prediction with 1.9M reactions from USPTO patents (1976-2016). Task: Predict the product of the given reaction. (1) Given the reactants [C:1]([N:9]1[CH2:12][CH:11]([CH2:13][O:14][C:15]2[C:24]([CH:25]3[CH2:27][CH2:26]3)=[CH:23][C:18]([C:19]([O:21]C)=[O:20])=[C:17]([F:28])[CH:16]=2)[CH2:10]1)(=[O:8])[C:2]1[CH:7]=[CH:6][CH:5]=[CH:4][CH:3]=1.[OH-].[Li+], predict the reaction product. The product is: [C:1]([N:9]1[CH2:10][CH:11]([CH2:13][O:14][C:15]2[C:24]([CH:25]3[CH2:26][CH2:27]3)=[CH:23][C:18]([C:19]([OH:21])=[O:20])=[C:17]([F:28])[CH:16]=2)[CH2:12]1)(=[O:8])[C:2]1[CH:7]=[CH:6][CH:5]=[CH:4][CH:3]=1. (2) Given the reactants Cl[C:2]1[N:3]=[C:4]([O:29][CH:30]2[CH2:34][CH2:33][O:32][CH2:31]2)[C:5]2[C:10]([C:11]3[CH:20]=[CH:19][C:14]4[N:15]=[C:16]([CH3:18])[O:17][C:13]=4[CH:12]=3)=[CH:9][N:8]([CH2:21][O:22][CH2:23][CH2:24][Si:25]([CH3:28])([CH3:27])[CH3:26])[C:6]=2[N:7]=1.[NH2:35][C:36]1[CH:46]=[CH:45][C:39]([C:40]([N:42]([CH3:44])[CH3:43])=[O:41])=[CH:38][C:37]=1[CH3:47].C(=O)([O-])[O-].[Cs+].[Cs+].C1(P(C2C=CC=CC=2)C2C=CC3C(=CC=CC=3)C=2C2C3C(=CC=CC=3)C=CC=2P(C2C=CC=CC=2)C2C=CC=CC=2)C=CC=CC=1, predict the reaction product. The product is: [CH3:44][N:42]([CH3:43])[C:40](=[O:41])[C:39]1[CH:45]=[CH:46][C:36]([NH:35][C:2]2[N:3]=[C:4]([O:29][CH:30]3[CH2:34][CH2:33][O:32][CH2:31]3)[C:5]3[C:10]([C:11]4[CH:20]=[CH:19][C:14]5[N:15]=[C:16]([CH3:18])[O:17][C:13]=5[CH:12]=4)=[CH:9][N:8]([CH2:21][O:22][CH2:23][CH2:24][Si:25]([CH3:27])([CH3:26])[CH3:28])[C:6]=3[N:7]=2)=[C:37]([CH3:47])[CH:38]=1. (3) Given the reactants C(OC(C1ON=C(C2C=CC(N)=CC=2)C=1)=O)C.[CH2:18]([O:20][C:21]([C:23]1[O:27][N:26]=[C:25]([C:28]2[CH:33]=[CH:32][CH:31]=[C:30]([N+:34]([O-])=O)[CH:29]=2)[CH:24]=1)=[O:22])[CH3:19], predict the reaction product. The product is: [CH2:18]([O:20][C:21]([C:23]1[O:27][N:26]=[C:25]([C:28]2[CH:33]=[CH:32][CH:31]=[C:30]([NH2:34])[CH:29]=2)[CH:24]=1)=[O:22])[CH3:19]. (4) Given the reactants Cl.C([N:9]1[CH2:12][C:11]([CH2:18][Cl:19])([C:13]([O:15][CH2:16][CH3:17])=[O:14])[CH2:10]1)C1C=CC=CC=1, predict the reaction product. The product is: [ClH:19].[Cl:19][CH2:18][C:11]1([C:13]([O:15][CH2:16][CH3:17])=[O:14])[CH2:12][NH:9][CH2:10]1.